Task: Predict the reactants needed to synthesize the given product.. Dataset: Full USPTO retrosynthesis dataset with 1.9M reactions from patents (1976-2016) (1) Given the product [CH2:23]([N:16]1[C:4](=[O:5])[C:6]2=[CH:10][CH:9]=[CH:8][N:7]2[N:11]=[C:12]1[CH2:13][CH2:14][CH3:15])[C:24]1[CH:29]=[CH:28][CH:27]=[CH:26][CH:25]=1, predict the reactants needed to synthesize it. The reactants are: C(O[C:4]([C:6]1[N:7]([NH:11][C:12](=[NH:16])[CH2:13][CH2:14][CH3:15])[CH:8]=[CH:9][CH:10]=1)=[O:5])C.C(=O)([O-])[O-].[Cs+].[Cs+].[CH2:23](Br)[C:24]1[CH:29]=[CH:28][CH:27]=[CH:26][CH:25]=1. (2) Given the product [NH2:1][C:2]1[C:3]2[N:4]([C:8]([C@H:20]3[CH2:21][CH2:22][C@H:23]([CH2:26][NH:27][C:37](=[O:53])[CH3:38])[CH2:24][CH2:25]3)=[N:9][C:10]=2[C:11]2[NH:12][C:13]3[C:18]([CH:19]=2)=[CH:17][CH:16]=[CH:15][CH:14]=3)[CH:5]=[CH:6][N:7]=1, predict the reactants needed to synthesize it. The reactants are: [NH2:1][C:2]1[C:3]2[N:4]([C:8]([C@H:20]3[CH2:25][CH2:24][C@H:23]([CH2:26][NH2:27])[CH2:22][CH2:21]3)=[N:9][C:10]=2[C:11]2[NH:12][C:13]3[C:18]([CH:19]=2)=[CH:17][CH:16]=[CH:15][CH:14]=3)[CH:5]=[CH:6][N:7]=1.Cl.CN(C)CCCN=C=N[CH2:37][CH3:38].C(N(CC)C(C)C)(C)C.CN(C=[O:53])C. (3) Given the product [NH2:32][CH2:31][C:2]1[CH:10]=[C:9]([C:2]2[CH:3]=[C:4]3[C:8](=[C:9]([C:11]([NH2:13])=[O:12])[CH:10]=2)[NH:7][CH:6]=[C:5]3[CH:14]2[CH2:15][CH2:16][N:17]([S:20]([CH2:23][CH3:24])(=[O:22])=[O:21])[CH2:18][CH2:19]2)[CH:8]=[CH:4][CH:3]=1, predict the reactants needed to synthesize it. The reactants are: Br[C:2]1[CH:3]=[C:4]2[C:8](=[C:9]([C:11]([NH2:13])=[O:12])[CH:10]=1)[NH:7][CH:6]=[C:5]2[CH:14]1[CH2:19][CH2:18][N:17]([S:20]([CH2:23][CH3:24])(=[O:22])=[O:21])[CH2:16][CH2:15]1.C([O-])([O-])=O.[Cs+].[Cs+].[CH3:31][NH2:32].